This data is from Full USPTO retrosynthesis dataset with 1.9M reactions from patents (1976-2016). The task is: Predict the reactants needed to synthesize the given product. Given the product [Cl:26][C:20]1[C:19]2[C:14](=[CH:15][C:16]([O:21][CH3:22])=[CH:17][CH:18]=2)[N:13]([CH3:23])[C:12]=1[C:5]1[CH:6]=[CH:7][C:8]([O:10][CH3:11])=[CH:9][C:4]=1[N:3]([CH2:1][CH3:2])[CH2:24][CH3:25], predict the reactants needed to synthesize it. The reactants are: [CH2:1]([N:3]([CH2:24][CH3:25])[C:4]1[CH:9]=[C:8]([O:10][CH3:11])[CH:7]=[CH:6][C:5]=1[C:12]1[N:13]([CH3:23])[C:14]2[C:19]([CH:20]=1)=[CH:18][CH:17]=[C:16]([O:21][CH3:22])[CH:15]=2)[CH3:2].[Cl:26]N1C(=O)CCC1=O.C(=O)(O)[O-].[Na+].